Predict the reaction yield, written as a fraction of the theoretical maximum amount of product (1.0 means a 100% yield; for example, 0.34 means a 34% yield). From a dataset of Reaction yield outcomes from USPTO patents with 853,638 reactions. The reactants are [Br:1][C:2]1[CH:7]=[CH:6][C:5]([O:8][CH2:9][CH2:10][CH2:11]Br)=[CH:4][CH:3]=1.[CH3:13][N:14]1[CH2:19][CH2:18][NH:17][CH2:16][CH2:15]1.C([O-])([O-])=O.[Cs+].[Cs+].C(OCC)(=O)C. The catalyst is CC#N. The product is [Br:1][C:2]1[CH:7]=[CH:6][C:5]([O:8][CH2:9][CH2:10][CH2:11][N:17]2[CH2:18][CH2:19][N:14]([CH3:13])[CH2:15][CH2:16]2)=[CH:4][CH:3]=1. The yield is 0.750.